From a dataset of CYP2C19 inhibition data for predicting drug metabolism from PubChem BioAssay. Regression/Classification. Given a drug SMILES string, predict its absorption, distribution, metabolism, or excretion properties. Task type varies by dataset: regression for continuous measurements (e.g., permeability, clearance, half-life) or binary classification for categorical outcomes (e.g., BBB penetration, CYP inhibition). Dataset: cyp2c19_veith. (1) The molecule is O=C(c1ccc([N+](=O)[O-])cc1)[C@@H](Br)[C@@H](Br)c1ccnc2ccccc12. The result is 1 (inhibitor). (2) The molecule is Cc1ccc(N=Nc2c(N)[nH]n3c(=O)c4c(nc23)CCCC4)cc1. The result is 1 (inhibitor). (3) The molecule is COc1ncc2nc(-c3ccc(Cl)cc3)c(=O)n(CCc3ccccc3)c2n1. The result is 0 (non-inhibitor). (4) The molecule is CCCOc1ccc(OC(=O)c2ccc(Br)o2)cc1. The result is 1 (inhibitor). (5) The molecule is Cn1cnc([N+](=O)[O-])c1[Se]c1nc(N)nc2c1ncn2[C@@H]1O[C@@H](CO)[C@H](O)[C@@H]1O. The result is 0 (non-inhibitor). (6) The drug is COc1cc([C@@H]2c3cc4c(cc3[C@@H](O[C@@H]3O[C@H]5CO[C@@H](C)O[C@@H]5[C@@H](O)[C@H]3O)[C@@H]3COC(=O)[C@H]32)OCO4)cc(OC)c1O. The result is 1 (inhibitor). (7) The molecule is O=C(c1ccncc1)N1CCC[C@@]2(CCN(Cc3cc(C(F)(F)F)cc(C(F)(F)F)c3)C2)C1. The result is 0 (non-inhibitor). (8) The molecule is NCc1ccc(C(=O)O)cc1. The result is 0 (non-inhibitor). (9) The drug is CCn1c(C)nc2cc(S(=O)(=O)C(F)F)ccc21. The result is 0 (non-inhibitor). (10) The molecule is COc1ccc(Oc2ncc3nc(CCc4ccccc4)c(=O)n(C)c3n2)cc1. The result is 1 (inhibitor).